This data is from Full USPTO retrosynthesis dataset with 1.9M reactions from patents (1976-2016). The task is: Predict the reactants needed to synthesize the given product. (1) Given the product [CH3:32][N:33]1[CH:37]=[C:36]([S:38]([N:5]2[C:6]([C:7]3[CH:12]=[CH:11][CH:10]=[CH:9][CH:8]=3)=[C:2]([CH3:1])[C:3]([CH:13]=[O:14])=[CH:4]2)(=[O:40])=[O:39])[N:35]=[C:34]1[CH3:42], predict the reactants needed to synthesize it. The reactants are: [CH3:1][C:2]1[C:3]([CH:13]=[O:14])=[CH:4][NH:5][C:6]=1[C:7]1[CH:12]=[CH:11][CH:10]=[CH:9][CH:8]=1.[H-].[Na+].C1OCCOCCOCCOCCOC1.[CH3:32][N:33]1[CH:37]=[C:36]([S:38](Cl)(=[O:40])=[O:39])[N:35]=[C:34]1[CH3:42]. (2) Given the product [CH3:21][C:22]1[C:27]([CH3:28])=[CH:26][CH:25]=[CH:24][C:23]=1[N:29]1[CH2:30][CH2:31][N:32]([CH2:19][CH2:18][CH2:17][C:9]2[CH:10]=[C:11]([C:12]3[S:13][CH:14]=[CH:15][CH:16]=3)[N:7]([C:1]3[CH:6]=[CH:5][CH:4]=[CH:3][CH:2]=3)[N:8]=2)[CH2:33][CH2:34]1, predict the reactants needed to synthesize it. The reactants are: [C:1]1([N:7]2[C:11]([C:12]3[S:13][CH:14]=[CH:15][CH:16]=3)=[CH:10][C:9]([CH2:17][CH2:18][CH:19]=O)=[N:8]2)[CH:6]=[CH:5][CH:4]=[CH:3][CH:2]=1.[CH3:21][C:22]1[C:27]([CH3:28])=[CH:26][CH:25]=[CH:24][C:23]=1[N:29]1[CH2:34][CH2:33][NH:32][CH2:31][CH2:30]1.CCN(C(C)C)C(C)C.[BH-](OC(C)=O)(OC(C)=O)OC(C)=O.[Na+]. (3) Given the product [C:25]([NH:24][C:22]1[N:23]=[C:14]([NH:13][C:2]2[CH:7]=[C:6]([C:8]3([OH:12])[CH2:11][O:10][CH2:9]3)[CH:5]=[CH:4][N:3]=2)[CH:15]=[C:16]2[C:21]=1[C:20](=[O:29])[N:19]([CH2:30][CH2:31][OH:32])[CH:18]=[CH:17]2)([CH3:28])([CH3:26])[CH3:27], predict the reactants needed to synthesize it. The reactants are: Cl[C:2]1[CH:7]=[C:6]([C:8]2([OH:12])[CH2:11][O:10][CH2:9]2)[CH:5]=[CH:4][N:3]=1.[NH2:13][C:14]1[CH:15]=[C:16]2[C:21](=[C:22]([NH:24][C:25]([CH3:28])([CH3:27])[CH3:26])[N:23]=1)[C:20](=[O:29])[N:19]([CH2:30][CH2:31][OH:32])[CH:18]=[CH:17]2.C1C=CC(P(C2C(C3C(P(C4C=CC=CC=4)C4C=CC=CC=4)=CC=C4C=3C=CC=C4)=C3C(C=CC=C3)=CC=2)C2C=CC=CC=2)=CC=1.CC([O-])(C)C.[Na+].